The task is: Predict the reaction yield, written as a fraction of the theoretical maximum amount of product (1.0 means a 100% yield; for example, 0.34 means a 34% yield).. This data is from Reaction yield outcomes from USPTO patents with 853,638 reactions. (1) The reactants are [F:1][C:2]1[CH:19]=[C:18]([N+:20]([O-])=O)[CH:17]=[CH:16][C:3]=1[O:4][C:5]1[CH:10]=[CH:9][N:8]=[C:7]2[CH:11]=[C:12]([S:14][CH3:15])[S:13][C:6]=12. The catalyst is C(O)(=O)C.[Fe]. The product is [CH3:15][S:14][C:12]1[S:13][C:6]2[C:7](=[N:8][CH:9]=[CH:10][C:5]=2[O:4][C:3]2[CH:16]=[CH:17][C:18]([NH2:20])=[CH:19][C:2]=2[F:1])[CH:11]=1. The yield is 0.800. (2) The reactants are [C:1]1([CH3:20])[CH:6]=[CH:5][C:4]([N:7]2[C:11]([NH2:12])=[CH:10][C:9]([C:13]3([C:16]([F:19])([F:18])[F:17])[CH2:15][CH2:14]3)=[N:8]2)=[CH:3][CH:2]=1.C([O-])([O-])=O.[K+].[K+].Cl[C:28]([O:30][C:31]1[CH:36]=[CH:35][CH:34]=[CH:33][CH:32]=1)=[O:29]. The catalyst is C(Cl)Cl. The product is [C:1]1([CH3:20])[CH:2]=[CH:3][C:4]([N:7]2[C:11]([NH:12][C:28](=[O:29])[O:30][C:31]3[CH:36]=[CH:35][CH:34]=[CH:33][CH:32]=3)=[CH:10][C:9]([C:13]3([C:16]([F:18])([F:19])[F:17])[CH2:15][CH2:14]3)=[N:8]2)=[CH:5][CH:6]=1. The yield is 1.00. (3) The reactants are [CH2:1]([O:8][C:9]1[CH:14]=[CH:13][CH:12]=[CH:11][C:10]=1[CH2:15][C:16]([OH:18])=[O:17])[C:2]1[CH:7]=[CH:6][CH:5]=[CH:4][CH:3]=1.[Br:19]N1C(=O)CCC1=O.ClCCl. The catalyst is C(OCC)(=O)C. The product is [CH2:1]([O:8][C:9]1[CH:14]=[CH:13][C:12]([Br:19])=[CH:11][C:10]=1[CH2:15][C:16]([OH:18])=[O:17])[C:2]1[CH:3]=[CH:4][CH:5]=[CH:6][CH:7]=1. The yield is 0.872. (4) The catalyst is CCCCO. The yield is 0.351. The reactants are [NH:1]1[CH2:5][CH2:4][C@@H:3]([NH:6][C:7](=[O:13])[O:8][C:9]([CH3:12])([CH3:11])[CH3:10])[CH2:2]1.[Br:14][C:15]1[C:16](F)=[C:17]2[C:23]([NH:24][C:25](=[O:32])[C:26]3[CH:31]=[CH:30][CH:29]=[N:28][CH:27]=3)=[CH:22][NH:21][C:18]2=[N:19][CH:20]=1.CC#N.O. The product is [Br:14][C:15]1[C:16]([N:1]2[CH2:5][CH2:4][C@@H:3]([NH:6][C:7](=[O:13])[O:8][C:9]([CH3:10])([CH3:12])[CH3:11])[CH2:2]2)=[C:17]2[C:23]([NH:24][C:25](=[O:32])[C:26]3[CH:31]=[CH:30][CH:29]=[N:28][CH:27]=3)=[CH:22][NH:21][C:18]2=[N:19][CH:20]=1. (5) The reactants are [CH3:1][O:2][C:3]1[CH:4]=[C:5]([O:23][C:24]2[CH:29]=[CH:28][C:27]([S:30]([CH3:33])(=[O:32])=[O:31])=[CH:26][N:25]=2)[CH:6]=[C:7]2[C:11]=1[NH:10][C:9]([C:12]1[S:13][CH:14]([CH2:17][C:18]([O:20]CC)=[O:19])[CH2:15][N:16]=1)=[CH:8]2.[OH-].[Na+]. The catalyst is O1CCCC1.C(O)C. The product is [CH3:1][O:2][C:3]1[CH:4]=[C:5]([O:23][C:24]2[CH:29]=[CH:28][C:27]([S:30]([CH3:33])(=[O:32])=[O:31])=[CH:26][N:25]=2)[CH:6]=[C:7]2[C:11]=1[NH:10][C:9]([C:12]1[S:13][CH:14]([CH2:17][C:18]([OH:20])=[O:19])[CH2:15][N:16]=1)=[CH:8]2. The yield is 0.960. (6) The reactants are [CH3:1][CH2:2][O:3][C:4]([C:6]1[N:7]([C:17]([O:19][C:20]([CH3:23])([CH3:22])[CH3:21])=[O:18])[C:8]2[C:13]([CH:14]=1)=[CH:12][C:11]([Cl:15])=[CH:10][C:9]=2[CH3:16])=[O:5].[Br:24]N1C(=O)CCC1=O.C(OOC(=O)C1C=CC=CC=1)(=O)C1C=CC=CC=1. The catalyst is C(Cl)(Cl)(Cl)Cl. The product is [CH3:1][CH2:2][O:3][C:4]([C:6]1[N:7]([C:17]([O:19][C:20]([CH3:22])([CH3:21])[CH3:23])=[O:18])[C:8]2[C:13]([CH:14]=1)=[CH:12][C:11]([Cl:15])=[CH:10][C:9]=2[CH2:16][Br:24])=[O:5]. The yield is 0.950. (7) The reactants are [F:1][C:2]1[CH:3]=[N+:4]([O-])[CH:5]=[CH:6][CH:7]=1.C[Si]([C:13]#[N:14])(C)C.C(N(CC)CC)C. The catalyst is C(#N)C. The product is [C:13]([C:3]1[C:2]([F:1])=[CH:7][CH:6]=[CH:5][N:4]=1)#[N:14]. The yield is 0.700. (8) The reactants are [NH2:1][C:2]1C=C[C:5]([C:6](O)=O)=[CH:4][CH:3]=1.[CH3:23][C:22]([O:21][C:19](O[C:19]([O:21][C:22]([CH3:25])([CH3:24])[CH3:23])=[O:20])=[O:20])([CH3:25])[CH3:24].C(O)(=O)CC(CC(O)=O)(C(O)=O)[OH:29].[O:39]1[CH2:44][CH2:43]OCC1. The catalyst is CCCC[N+](CCCC)(CCCC)CCCC.[Br-]. The product is [C:19]([C:3]1[C:2]([NH2:1])=[C:43]([CH:6]=[CH:5][CH:4]=1)[C:44]([OH:39])=[O:29])([O:21][C:22]([CH3:23])([CH3:24])[CH3:25])=[O:20]. The yield is 0.790. (9) The reactants are [CH3:1][C:2]1[CH:7]=[C:6]([CH3:8])[CH:5]=[C:4]([CH3:9])[C:3]=1[NH:10][C:11]([NH:13][C:14]1[C:15]([C:24]([NH:26][C@@H:27]([C:39]([O:41]CC2C=CC=CC=2)=[O:40])[CH2:28][C:29]([O:31]CC2C=CC=CC=2)=[O:30])=[O:25])=[CH:16][C:17]2[C:22]([CH:23]=1)=[CH:21][CH:20]=[CH:19][CH:18]=2)=[O:12]. The catalyst is CO.[Pd]. The product is [CH3:9][C:4]1[CH:5]=[C:6]([CH3:8])[CH:7]=[C:2]([CH3:1])[C:3]=1[NH:10][C:11]([NH:13][C:14]1[C:15]([C:24]([NH:26][C@@H:27]([C:39]([OH:41])=[O:40])[CH2:28][C:29]([OH:31])=[O:30])=[O:25])=[CH:16][C:17]2[C:22]([CH:23]=1)=[CH:21][CH:20]=[CH:19][CH:18]=2)=[O:12]. The yield is 0.260. (10) The reactants are C(O[C:4](=[O:29])[CH2:5][N:6]([C:19]([O:21][CH2:22][C:23]1[CH:28]=[CH:27][CH:26]=[CH:25][CH:24]=1)=[O:20])[CH2:7][CH2:8][CH:9]=[N:10][C@@H:11]([C:13]1[CH:18]=[CH:17][CH:16]=[CH:15][CH:14]=1)[CH3:12])C.[Li+].CC([N-]C(C)C)C. The catalyst is C1COCC1.[Cl-].[NH4+]. The product is [CH2:22]([O:21][C:19]([N:6]1[CH2:7][CH2:8][C@@H:9]2[C@H:5]1[C:4](=[O:29])[N:10]2[C@@H:11]([C:13]1[CH:14]=[CH:15][CH:16]=[CH:17][CH:18]=1)[CH3:12])=[O:20])[C:23]1[CH:24]=[CH:25][CH:26]=[CH:27][CH:28]=1. The yield is 0.520.